Dataset: Peptide-MHC class II binding affinity with 134,281 pairs from IEDB. Task: Regression. Given a peptide amino acid sequence and an MHC pseudo amino acid sequence, predict their binding affinity value. This is MHC class II binding data. (1) The peptide sequence is HTMWHVTRGAFLVRN. The MHC is DRB3_0202 with pseudo-sequence DRB3_0202. The binding affinity (normalized) is 0.936. (2) The peptide sequence is SCDLELSWNLNGLQAY. The MHC is DRB1_0401 with pseudo-sequence DRB1_0401. The binding affinity (normalized) is 0.167.